This data is from Full USPTO retrosynthesis dataset with 1.9M reactions from patents (1976-2016). The task is: Predict the reactants needed to synthesize the given product. Given the product [CH2:14]([O:13][C:8]1[CH:7]=[C:6]2[C:11](=[CH:10][C:9]=1[F:12])[C:2]([F:16])=[N:3][CH:4]=[CH:5]2)[CH3:15], predict the reactants needed to synthesize it. The reactants are: Cl[C:2]1[C:11]2[C:6](=[CH:7][C:8]([O:13][CH2:14][CH3:15])=[C:9]([F:12])[CH:10]=2)[CH:5]=[CH:4][N:3]=1.[F-:16].[Cs+].